Task: Predict the reactants needed to synthesize the given product.. Dataset: Full USPTO retrosynthesis dataset with 1.9M reactions from patents (1976-2016) Given the product [ClH:28].[NH2:2][C:3]1[C:4]2[C:5]3[C:6](=[N:18][N:19]([CH2:21][C:22]4[C:27]([Cl:28])=[C:26]([O:29][CH3:30])[C:25]([CH3:31])=[CH:24][N:23]=4)[N:20]=2)[CH:7]=[C:8]([CH2:13][C:14]([NH:16][CH3:17])=[O:15])[C:9]=3[CH2:10][S:11][N:12]=1, predict the reactants needed to synthesize it. The reactants are: Cl.[NH2:2][C:3]1[C:4]2[C:5]3[C:6](=[N:18][N:19]([CH2:21][C:22]4[C:27]([Cl:28])=[C:26]([O:29][CH3:30])[C:25]([CH3:31])=[CH:24][N:23]=4)[N:20]=2)[CH:7]=[C:8]([CH2:13][C:14]([NH:16][CH3:17])=[O:15])[C:9]=3[CH2:10][S:11][N:12]=1.